Dataset: Forward reaction prediction with 1.9M reactions from USPTO patents (1976-2016). Task: Predict the product of the given reaction. (1) Given the reactants [OH:1][C@H:2]1[CH2:6][CH2:5][C@@H:4]([C:7]([NH:9][C@H:10]([CH3:21])[C:11]([O:13]CC2C=CC=CC=2)=[O:12])=[O:8])[CH2:3]1, predict the reaction product. The product is: [OH:1][C@H:2]1[CH2:6][CH2:5][C@@H:4]([C:7]([NH:9][C@H:10]([CH3:21])[C:11]([OH:13])=[O:12])=[O:8])[CH2:3]1. (2) Given the reactants [N+:1]([O-:4])(O)=[O:2].[O:5]1[C:10]2[CH:11]=[CH:12][CH:13]=[C:14]([C:15]([OH:17])=[O:16])[C:9]=2[O:8][CH2:7][CH2:6]1, predict the reaction product. The product is: [N+:1]([C:12]1[CH:13]=[C:14]([C:15]([OH:17])=[O:16])[C:9]2[O:8][CH2:7][CH2:6][O:5][C:10]=2[CH:11]=1)([O-:4])=[O:2].